Dataset: Reaction yield outcomes from USPTO patents with 853,638 reactions. Task: Predict the reaction yield, written as a fraction of the theoretical maximum amount of product (1.0 means a 100% yield; for example, 0.34 means a 34% yield). (1) The reactants are C([O:5][C:6](=[O:18])[CH2:7][CH:8]([NH:11][C:12]([O:14][CH2:15][CH:16]=[CH2:17])=[O:13])[CH2:9][OH:10])(C)(C)C.[CH:19]1([CH2:25]O)[CH2:24][CH2:23][CH2:22][CH2:21][CH2:20]1. No catalyst specified. The product is [CH2:15]([O:14][C:12](=[O:13])[NH:11][CH:8]1[CH2:7][C:6](=[O:5])[O:18][CH:9]1[O:10][CH2:25][CH:19]1[CH2:24][CH2:23][CH2:22][CH2:21][CH2:20]1)[CH:16]=[CH2:17]. The yield is 0.350. (2) The reactants are [C:1]([O:5][C:6]([N:8]1[CH2:12][CH2:11][C@@H:10]([C:13]([OH:15])=[O:14])[C@@H:9]1[C:16]1[CH:21]=[CH:20][CH:19]=[CH:18][CH:17]=1)=[O:7])([CH3:4])(C)C.Cl.C([O-])(O)=O.[Na+:27].ClC(OC[C:33]1[CH:38]=[CH:37]C=[CH:35][CH:34]=1)=O. The catalyst is O1CCOCC1. The product is [Na+:27].[CH2:1]([O:5][C:6]([N:8]1[CH2:12][CH2:11][C@@H:10]([C:13]([O-:15])=[O:14])[C@@H:9]1[C:16]1[CH:17]=[CH:18][CH:19]=[CH:20][CH:21]=1)=[O:7])[C:4]1[CH:37]=[CH:38][CH:33]=[CH:34][CH:35]=1. The yield is 0.550. (3) The reactants are [Br:1][C:2]1[CH:3]=[C:4]2[C:9](=[N:10][CH:11]=1)[NH:8][CH2:7][CH2:6][CH:5]2[OH:12].[Cl:13][C:14]1[CH:15]=[C:16](O)[CH:17]=[CH:18][CH:19]=1. The catalyst is CO.C(Cl)Cl. The product is [Br:1][C:2]1[CH:3]=[C:4]2[C:9](=[N:10][CH:11]=1)[NH:8][CH2:7][CH2:6][CH:5]2[O:12][C:18]1[CH:17]=[CH:16][CH:15]=[C:14]([Cl:13])[CH:19]=1. The yield is 0.600. (4) The reactants are C(N(CC)CC)C.[Br:8][C:9]1[N:18]=[C:17]([C:19]([O:21][CH3:22])=[O:20])[C:16]([OH:23])=[C:15]2[C:10]=1[CH:11]=[CH:12][CH:13]=[N:14]2.[S:24](Cl)([C:27]1[CH:33]=[CH:32][C:30]([CH3:31])=[CH:29][CH:28]=1)(=[O:26])=[O:25].CO. The catalyst is C(Cl)(Cl)Cl.O. The product is [Br:8][C:9]1[N:18]=[C:17]([C:19]([O:21][CH3:22])=[O:20])[C:16]([O:23][S:24]([C:27]2[CH:33]=[CH:32][C:30]([CH3:31])=[CH:29][CH:28]=2)(=[O:26])=[O:25])=[C:15]2[C:10]=1[CH:11]=[CH:12][CH:13]=[N:14]2. The yield is 0.500. (5) The reactants are [C:1]1([CH:7]2[CH2:16][CH2:15][C:14]3[C:9](=[CH:10][CH:11]=[C:12]([O:17][C:18]4[S:19][C:20]([CH:23]=O)=[CH:21][N:22]=4)[CH:13]=3)[O:8]2)[CH:6]=[CH:5][CH:4]=[CH:3][CH:2]=1.[N:25]1[CH:30]=[CH:29][C:28](NC)=[CH:27][CH:26]=1.[C:33]([BH3-])#[N:34].[Na+]. The catalyst is O1CCCC1.C(O)(=O)C. The product is [C:1]1([CH:7]2[CH2:16][CH2:15][C:14]3[C:9](=[CH:10][CH:11]=[C:12]([O:17][C:18]4[S:19][C:20]([CH2:23][NH:34][CH2:33][C:28]5[CH:27]=[CH:26][N:25]=[CH:30][CH:29]=5)=[CH:21][N:22]=4)[CH:13]=3)[O:8]2)[CH:2]=[CH:3][CH:4]=[CH:5][CH:6]=1. The yield is 0.420. (6) The reactants are [Br:1][C:2]1[CH:3]=[C:4]([N+:10]([O-:12])=[O:11])[C:5]([NH2:9])=[N:6][C:7]=1Br.[F:13][C:14]1[CH:15]=[C:16](B(O)O)[CH:17]=[CH:18][CH:19]=1.C(=O)([O-])[O-].[Na+].[Na+]. The catalyst is C1(C)C=CC=CC=1.CO.C1C=CC([P]([Pd]([P](C2C=CC=CC=2)(C2C=CC=CC=2)C2C=CC=CC=2)([P](C2C=CC=CC=2)(C2C=CC=CC=2)C2C=CC=CC=2)[P](C2C=CC=CC=2)(C2C=CC=CC=2)C2C=CC=CC=2)(C2C=CC=CC=2)C2C=CC=CC=2)=CC=1. The product is [Br:1][C:2]1[CH:3]=[C:4]([N+:10]([O-:12])=[O:11])[C:5]([NH2:9])=[N:6][C:7]=1[C:18]1[CH:17]=[CH:16][CH:15]=[C:14]([F:13])[CH:19]=1. The yield is 0.220. (7) The catalyst is C(Cl)Cl. The yield is 0.480. The product is [C:86]([O:85][C:84]([N:83]([CH3:91])[C@@H:81]([CH3:82])[C:80]([NH:79][C@@H:74]([C:75]([CH3:78])([CH3:77])[CH3:76])[C:73]([N:71]1[C@H:70]([C:94](=[O:106])[NH:95][C@H:96]2[C:105]3[C:100](=[CH:101][CH:102]=[CH:103][CH:104]=3)[CH2:99][CH2:98][CH2:97]2)[CH2:69][C@H:68]([NH:67][C:46]([C:47]2[CH:55]=[CH:54][C:50]([C:51]([O:1][C:2]3[CH:11]=[C:10]4[C:5]([CH2:6][C@@H:7]([C:33](=[O:45])[NH:34][C@H:35]5[C:44]6[C:39](=[CH:40][CH:41]=[CH:42][CH:43]=6)[CH2:38][CH2:37][CH2:36]5)[N:8]([C:12](=[O:32])[C@@H:13]([NH:18][C:19](=[O:31])[C@@H:20]([N:22]([C:23]([O:24][C:25]([CH3:27])([CH3:28])[CH3:26])=[O:29])[CH3:30])[CH3:21])[C:14]([CH3:15])([CH3:16])[CH3:17])[CH2:9]4)=[CH:4][CH:3]=3)=[O:52])=[CH:49][CH:48]=2)=[O:56])[CH2:72]1)=[O:93])=[O:92])=[O:90])([CH3:89])([CH3:88])[CH3:87]. The reactants are [OH:1][C:2]1[CH:11]=[C:10]2[C:5]([CH2:6][C@@H:7]([C:33](=[O:45])[NH:34][C@H:35]3[C:44]4[C:39](=[CH:40][CH:41]=[CH:42][CH:43]=4)[CH2:38][CH2:37][CH2:36]3)[N:8]([C:12](=[O:32])[C@@H:13]([NH:18][C:19](=[O:31])[C@@H:20]([N:22]([CH3:30])[C:23](=[O:29])[O:24][C:25]([CH3:28])([CH3:27])[CH3:26])[CH3:21])[C:14]([CH3:17])([CH3:16])[CH3:15])[CH2:9]2)=[CH:4][CH:3]=1.[C:46](Cl)(=[O:56])[C:47]1[CH:55]=[CH:54][C:50]([C:51](Cl)=[O:52])=[CH:49][CH:48]=1.CCN(C(C)C)C(C)C.[NH2:67][C@@H:68]1[CH2:72][N:71]([C:73](=[O:93])[C@@H:74]([NH:79][C:80](=[O:92])[C@@H:81]([N:83]([CH3:91])[C:84](=[O:90])[O:85][C:86]([CH3:89])([CH3:88])[CH3:87])[CH3:82])[C:75]([CH3:78])([CH3:77])[CH3:76])[C@H:70]([C:94](=[O:106])[NH:95][C@H:96]2[C:105]3[C:100](=[CH:101][CH:102]=[CH:103][CH:104]=3)[CH2:99][CH2:98][CH2:97]2)[CH2:69]1.